Binary Classification. Given a drug SMILES string, predict its activity (active/inactive) in a high-throughput screening assay against a specified biological target. From a dataset of Cav3 T-type calcium channel HTS with 100,875 compounds. (1) The drug is S(=O)(=O)(N1CCN(CC1)c1ccc(NC(=O)c2c(OC)cccc2)cc1)C. The result is 0 (inactive). (2) The compound is S(CC(=O)c1c(n(c(c1)C)c1noc(c1)C)C)c1cc2OCCOc2cc1. The result is 0 (inactive).